Predict the reactants needed to synthesize the given product. From a dataset of Full USPTO retrosynthesis dataset with 1.9M reactions from patents (1976-2016). (1) Given the product [CH3:20][O:7][C:6](=[O:8])[C:5]1[CH:9]=[CH:10][C:2]([NH2:1])=[C:3]([O:11][C:12]([F:13])([F:14])[F:15])[CH:4]=1, predict the reactants needed to synthesize it. The reactants are: [NH2:1][C:2]1[CH:10]=[CH:9][C:5]([C:6]([OH:8])=[O:7])=[CH:4][C:3]=1[O:11][C:12]([F:15])([F:14])[F:13].S(Cl)(Cl)=O.[CH3:20]O. (2) Given the product [Cl:16][C:15]1[C:2]([Cl:1])=[CH:3][C:4]2[N:8]([CH2:20][C:21]([C:23]3[CH:24]=[CH:25][C:26]([N+:29]([O-:31])=[O:30])=[CH:27][CH:28]=3)=[O:22])[C:7]([CH2:9][C:10]([F:12])([F:13])[F:11])=[N:6][C:5]=2[CH:14]=1, predict the reactants needed to synthesize it. The reactants are: [Cl:1][C:2]1[C:15]([Cl:16])=[CH:14][C:5]2[NH:6][C:7]([CH2:9][C:10]([F:13])([F:12])[F:11])=[N:8][C:4]=2[CH:3]=1.[H-].[Na+].Br[CH2:20][C:21]([C:23]1[CH:28]=[CH:27][C:26]([N+:29]([O-:31])=[O:30])=[CH:25][CH:24]=1)=[O:22]. (3) Given the product [F:1][C:2]1[CH:3]=[CH:4][C:5]([C:6]2[N:8]3[C:9]([S:10][C:11]4[CH:16]=[CH:15][CH:14]=[CH:13][C:12]=43)=[C:28]([C:29]([O:31][CH3:32])=[O:30])[C:27]=2[C:33]([O:35][CH3:36])=[O:34])=[CH:19][CH:20]=1, predict the reactants needed to synthesize it. The reactants are: [F:1][C:2]1[CH:20]=[CH:19][C:5]([C:6]([N:8]2[C:12]3[CH:13]=[CH:14][CH:15]=[CH:16][C:11]=3[S:10][CH:9]2C#N)=O)=[CH:4][CH:3]=1.F[B-](F)(F)F.[H+].[C:27]([C:33]([O:35][CH3:36])=[O:34])#[C:28][C:29]([O:31][CH3:32])=[O:30]. (4) Given the product [N:8]([C:11]1[CH:16]=[CH:15][N:14]=[CH:13][C:12]=1/[CH:17]=[N:19]/[C:20]1[C:21]([Cl:29])=[CH:22][C:23]([C:24]#[N:25])=[CH:26][C:27]=1[Cl:28])=[N+:9]=[N-:10], predict the reactants needed to synthesize it. The reactants are: C(N(CC)CC)C.[N:8]([C:11]1[CH:16]=[CH:15][N:14]=[CH:13][C:12]=1[CH:17]=O)=[N+:9]=[N-:10].[NH2:19][C:20]1[C:27]([Cl:28])=[CH:26][C:23]([C:24]#[N:25])=[CH:22][C:21]=1[Cl:29]. (5) Given the product [CH2:1]=[CH:2][CH2:3][CH2:4][CH2:5][CH2:6][CH2:11][CH2:10][CH2:9][CH2:8][CH2:7][CH:6]([S:12]([O:15][CH2:16][CH3:17])(=[O:14])=[O:13])[CH2:5][CH2:4][CH2:3][CH2:2][CH2:1][CH2:22][CH2:23][CH2:24][CH2:25][CH:26]=[CH2:27], predict the reactants needed to synthesize it. The reactants are: [CH2:1]=[CH:2][CH2:3][CH2:4][CH2:5][CH:6]([S:12]([O:15][CH2:16][CH3:17])(=[O:14])=[O:13])[CH2:7][CH2:8][CH2:9][CH:10]=[CH2:11].C=CCC[CH2:22][CH2:23][CH2:24][CH2:25][CH:26]=[CH2:27]. (6) Given the product [F:30][C:27]1[CH:28]=[CH:29][C:24]([N:21]2[C:16]3[CH:17]=[C:18]4[C@:13]([CH2:31][N:32]5[CH2:36][CH2:35][C@H:34]([OH:37])[CH2:33]5)([CH2:14][C:15]=3[CH:23]=[N:22]2)[CH2:12][N:11]([S:8]([C:5]2[CH:6]=[N:7][C:2]([N:41]3[CH2:42][CH2:43][C@@H:39]([F:38])[CH2:40]3)=[CH:3][CH:4]=2)(=[O:10])=[O:9])[CH2:20][CH2:19]4)=[CH:25][CH:26]=1, predict the reactants needed to synthesize it. The reactants are: Cl[C:2]1[N:7]=[CH:6][C:5]([S:8]([N:11]2[CH2:20][CH2:19][C:18]3[C@:13]([CH2:31][N:32]4[CH2:36][CH2:35][C@H:34]([OH:37])[CH2:33]4)([CH2:14][C:15]4[CH:23]=[N:22][N:21]([C:24]5[CH:29]=[CH:28][C:27]([F:30])=[CH:26][CH:25]=5)[C:16]=4[CH:17]=3)[CH2:12]2)(=[O:10])=[O:9])=[CH:4][CH:3]=1.[F:38][C@@H:39]1[CH2:43][CH2:42][NH:41][CH2:40]1. (7) Given the product [Cl:23][C:19]1[C:18]([F:24])=[C:17]([C@H:13]2[C@H:14]([CH2:15][OH:16])[N:10]([CH2:9][C@@H:7]3[CH2:8][C@H:6]3[C:4]([OH:5])=[O:3])[C@@H:11]([CH2:35][C:36]([CH3:37])([CH3:38])[CH3:39])[C@@:12]2([C:27]2[CH:32]=[CH:31][C:30]([Cl:33])=[CH:29][C:28]=2[F:34])[C:25]#[N:26])[CH:22]=[CH:21][CH:20]=1, predict the reactants needed to synthesize it. The reactants are: C([O:3][C:4]([CH:6]1[CH2:8][CH:7]1[CH2:9][N:10]1[C@@H:14]([CH2:15][OH:16])[C@H:13]([C:17]2[CH:22]=[CH:21][CH:20]=[C:19]([Cl:23])[C:18]=2[F:24])[C@:12]([C:27]2[CH:32]=[CH:31][C:30]([Cl:33])=[CH:29][C:28]=2[F:34])([C:25]#[N:26])[C@@H:11]1[CH2:35][C:36]([CH3:39])([CH3:38])[CH3:37])=[O:5])C.[Li+].[OH-].